Dataset: Forward reaction prediction with 1.9M reactions from USPTO patents (1976-2016). Task: Predict the product of the given reaction. (1) Given the reactants [NH2:1][CH2:2][C:3]1[CH:8]=[CH:7][C:6]([S:9]([C:12]2[CH:22]=[CH:21][C:15]([C:16]([NH:18][CH2:19][CH3:20])=[O:17])=[CH:14][CH:13]=2)(=[O:11])=[O:10])=[CH:5][CH:4]=1.[N:23]1[CH:24]=[CH:25][N:26]2[CH:31]=[C:30]([C:32](O)=[O:33])[CH:29]=[CH:28][C:27]=12.CN(C(ON1N=NC2C=CC=NC1=2)=[N+](C)C)C.F[P-](F)(F)(F)(F)F.CCN(C(C)C)C(C)C, predict the reaction product. The product is: [CH2:19]([NH:18][C:16]([C:15]1[CH:21]=[CH:22][C:12]([S:9]([C:6]2[CH:7]=[CH:8][C:3]([CH2:2][NH:1][C:32]([C:30]3[CH:29]=[CH:28][C:27]4[N:26]([CH:25]=[CH:24][N:23]=4)[CH:31]=3)=[O:33])=[CH:4][CH:5]=2)(=[O:11])=[O:10])=[CH:13][CH:14]=1)=[O:17])[CH3:20]. (2) Given the reactants Cl[CH2:2][CH2:3][CH2:4][CH2:5][O:6][C:7]1[CH:8]=[N:9][CH:10]=[CH:11][CH:12]=1.[OH-].[NH4+:14], predict the reaction product. The product is: [N:9]1[CH:10]=[CH:11][CH:12]=[C:7]([O:6][CH2:5][CH2:4][CH2:3][CH2:2][NH2:14])[CH:8]=1. (3) Given the reactants ClC(OC1C=CC=CC=1)=O.Cl.[Cl:12][C:13]1[S:17][C:16]([NH2:18])=[N:15][CH:14]=1.C(N(CC)CC)C.[C:26]([N:33]1[CH2:38][CH2:37][NH:36][CH2:35][CH2:34]1)(OC(C)(C)C)=[O:27], predict the reaction product. The product is: [Cl:12][C:13]1[S:17][C:16]([NH:18][C:26]([N:33]2[CH2:38][CH2:37][NH:36][CH2:35][CH2:34]2)=[O:27])=[N:15][CH:14]=1. (4) Given the reactants [CH2:1]([C:3]1[N:8]=[C:7]([NH:9][C:10](=O)C(C)(C)C)[C:6]([CH3:16])=[CH:5][CH:4]=1)[CH3:2].C([Li])(C)(C)C.CN(C)C=O.Cl, predict the reaction product. The product is: [CH2:1]([C:3]1[N:8]=[C:7]2[NH:9][CH:10]=[CH:16][C:6]2=[CH:5][CH:4]=1)[CH3:2]. (5) Given the reactants [CH2:1]1[C@@H:5]2[CH2:6][NH:7][CH2:8][C@@H:4]2[CH2:3][N:2]1[C:9]([O:11][C:12]([CH3:15])([CH3:14])[CH3:13])=[O:10].[Cl:16][C:17]1[CH:18]=[C:19]([CH2:23][CH2:24][S:25](Cl)(=[O:27])=[O:26])[CH:20]=[CH:21][CH:22]=1, predict the reaction product. The product is: [Cl:16][C:17]1[CH:18]=[C:19]([CH:20]=[CH:21][CH:22]=1)[CH2:23][CH2:24][S:25]([N:7]1[CH2:6][C@H:5]2[CH2:1][N:2]([C:9]([O:11][C:12]([CH3:15])([CH3:14])[CH3:13])=[O:10])[CH2:3][C@H:4]2[CH2:8]1)(=[O:27])=[O:26]. (6) The product is: [CH2:13]([N:10]1[CH2:11][CH2:12][CH:8]([C:5]2[N:4]=[CH:3][C:2]([NH2:81])=[CH:7][N:6]=2)[CH2:9]1)[CH2:14][CH3:15]. Given the reactants Br[C:2]1[CH:3]=[N:4][C:5]([CH:8]2[CH2:12][CH2:11][N:10]([CH2:13][CH2:14][CH3:15])[CH2:9]2)=[N:6][CH:7]=1.C1C=CC(P(C2C(C3C(P(C4C=CC=CC=4)C4C=CC=CC=4)=CC=C4C=3C=CC=C4)=C3C(C=CC=C3)=CC=2)C2C=CC=CC=2)=CC=1.CC([O-])(C)C.[Na+].C(=[NH:81])(C1C=CC=CC=1)C1C=CC=CC=1, predict the reaction product. (7) Given the reactants [NH2:1][C:2]1[CH:7]=[CH:6][C:5]([N:8]2[CH2:13][CH2:12][CH2:11][CH2:10][CH2:9]2)=[CH:4][C:3]=1[C:14]([C:16]1[N:17]([S:29]([C:32]2[CH:37]=[CH:36][CH:35]=[CH:34][CH:33]=2)(=[O:31])=[O:30])[C:18]2[C:23]([CH:24]=1)=[CH:22][CH:21]=[C:20]([C:25]([F:28])([F:27])[F:26])[CH:19]=2)=[O:15].Cl[C:39]([C:41]1[CH:42]=[C:43]([CH:52]=[CH:53][CH:54]=1)[CH2:44][S:45][CH2:46][CH2:47][C:48]([O:50][CH3:51])=[O:49])=[O:40].N1C=CC=CC=1, predict the reaction product. The product is: [C:32]1([S:29]([N:17]2[C:18]3[C:23](=[CH:22][CH:21]=[C:20]([C:25]([F:26])([F:27])[F:28])[CH:19]=3)[CH:24]=[C:16]2[C:14]([C:3]2[CH:4]=[C:5]([N:8]3[CH2:13][CH2:12][CH2:11][CH2:10][CH2:9]3)[CH:6]=[CH:7][C:2]=2[NH:1][C:39]([C:41]2[CH:42]=[C:43]([CH:52]=[CH:53][CH:54]=2)[CH2:44][S:45][CH2:46][CH2:47][C:48]([O:50][CH3:51])=[O:49])=[O:40])=[O:15])(=[O:31])=[O:30])[CH:33]=[CH:34][CH:35]=[CH:36][CH:37]=1. (8) Given the reactants [CH3:1][O:2][C:3]1([C:6]([NH2:8])=O)[CH2:5][CH2:4]1.C([N+](CC)(CC)S(NC(=O)OC)(=O)=O)C.ClCCl.[Cl-].[OH:28][NH3+:29], predict the reaction product. The product is: [OH:28][NH:29][C:6]([C:3]1([O:2][CH3:1])[CH2:5][CH2:4]1)=[NH:8].